Dataset: hERG Central: cardiac toxicity at 1µM, 10µM, and general inhibition. Task: Predict hERG channel inhibition at various concentrations. (1) The molecule is COc1ccc(C(=O)c2coc3ccc(O)c(CN4CCCC4)c23)cc1. Results: hERG_inhib (hERG inhibition (general)): blocker. (2) The compound is Cc1ccc2cc3cc(C(=O)NCCCN4CC(C)CC(C)C4)oc3nc2c1. Results: hERG_inhib (hERG inhibition (general)): blocker. (3) The drug is O=C(O)CCC(=O)N1N=C(c2ccco2)CC1c1ccco1. Results: hERG_inhib (hERG inhibition (general)): blocker. (4) The molecule is Cc1ccc(C2=NN(CCC(=O)NCc3ccc4c(c3)OCO4)C(=O)CC2)cc1. Results: hERG_inhib (hERG inhibition (general)): blocker. (5) The compound is O=C(CN1CCN(S(=O)(=O)c2ccc(F)cc2)CC1)Nc1ccccc1F. Results: hERG_inhib (hERG inhibition (general)): blocker. (6) The drug is COc1ccc(/C=N/NC(=O)c2cc(C)n(-c3ccccc3)c2C)cc1OC. Results: hERG_inhib (hERG inhibition (general)): blocker. (7) The molecule is COc1cc(O)c(C(CCN2CCOCC2)c2ccc3c(c2)OCO3)c(OC)c1. Results: hERG_inhib (hERG inhibition (general)): blocker. (8) The molecule is CCCCC1CC1C(=O)Nc1ncc2c(n1)CC(C)(C)CC2=O. Results: hERG_inhib (hERG inhibition (general)): blocker. (9) The compound is CCN(CC)CC(O)COC(c1ccccc1)c1ccccc1. Results: hERG_inhib (hERG inhibition (general)): blocker. (10) The drug is COc1ccc(-n2ncc3c2CC(C)(C)CC3NC(=O)c2ccnn2C)cc1. Results: hERG_inhib (hERG inhibition (general)): blocker.